This data is from Forward reaction prediction with 1.9M reactions from USPTO patents (1976-2016). The task is: Predict the product of the given reaction. (1) Given the reactants Br[C:2]1[CH:7]=[CH:6][C:5]([C@H:8]2[CH2:10][C@@H:9]2[CH2:11][N:12]2[CH2:16][CH2:15][CH2:14][C@@H:13]2[CH3:17])=[CH:4][CH:3]=1.[N:18]1[NH:19][C:20](=O)[CH:21]=[CH:22][CH:23]=1.CNCCNC, predict the reaction product. The product is: [CH3:17][C@H:13]1[CH2:14][CH2:15][CH2:16][N:12]1[CH2:11][C@H:9]1[CH2:10][C@@H:8]1[C:5]1[CH:6]=[CH:7][C:2]([N:18]2[CH:23]=[CH:22][CH:21]=[CH:20][NH:19]2)=[CH:3][CH:4]=1. (2) Given the reactants [N:1]1[C:10]2[C:5](=[CH:6][CH:7]=[CH:8][C:9]=2[OH:11])[CH:4]=[CH:3][CH:2]=1.O[C@@H:13]([CH3:18])[C:14]([O:16][CH3:17])=[O:15].C1C=CC(P(C2C=CC=CC=2)C2C=CC=CC=2)=CC=1.CCOC(/N=N/C(OCC)=O)=O.Cl, predict the reaction product. The product is: [N:1]1[C:10]2[C:5](=[CH:6][CH:7]=[CH:8][C:9]=2[O:11][C@H:13]([CH3:18])[C:14]([O:16][CH3:17])=[O:15])[CH:4]=[CH:3][CH:2]=1. (3) The product is: [Br:4][C:5]1[C:6]([N:12]2[CH2:17][CH2:16][CH:15]([CH2:18][OH:19])[CH2:14][CH2:13]2)=[N:7][C:8]([O:2][CH3:1])=[N:9][CH:10]=1. Given the reactants [CH3:1][O-:2].[Na+].[Br:4][C:5]1[C:6]([N:12]2[CH2:17][CH2:16][CH:15]([CH2:18][OH:19])[CH2:14][CH2:13]2)=[N:7][C:8](Cl)=[N:9][CH:10]=1.O, predict the reaction product. (4) Given the reactants [C:1]1(=O)[NH:5][C:4](=[O:6])[C:3]2=[CH:7][CH:8]=[CH:9][CH:10]=[C:2]12.Cl.[Sn], predict the reaction product. The product is: [C:4]1(=[O:6])[C:3]2[C:2](=[CH:10][CH:9]=[CH:8][CH:7]=2)[CH2:1][NH:5]1.